This data is from Catalyst prediction with 721,799 reactions and 888 catalyst types from USPTO. The task is: Predict which catalyst facilitates the given reaction. (1) Reactant: [CH2:1]([C:8]([NH:19][C:20]([O:22][C:23]([CH3:26])([CH3:25])[CH3:24])=[O:21])([C:14]([O:16][CH2:17][CH3:18])=[O:15])[C:9]([O:11][CH2:12][CH3:13])=[O:10])[C:2]1[CH:7]=[CH:6][CH:5]=[CH:4][CH:3]=1.[CH2:27]([O:34][C:35](=[O:40])[CH2:36][C:37]([O-])=[O:38])[C:28]1[CH:33]=[CH:32][CH:31]=[CH:30][CH:29]=1.C(N(CC)C(C)C)(C)C.Cl.CN(C)CCCN=C=NCC. Product: [CH2:1]([C:8]([N:19]([C:37](=[O:38])[CH2:36][C:35]([O:34][CH2:27][C:28]1[CH:29]=[CH:30][CH:31]=[CH:32][CH:33]=1)=[O:40])[C:20]([O:22][C:23]([CH3:24])([CH3:26])[CH3:25])=[O:21])([C:14]([O:16][CH2:17][CH3:18])=[O:15])[C:9]([O:11][CH2:12][CH3:13])=[O:10])[C:2]1[CH:3]=[CH:4][CH:5]=[CH:6][CH:7]=1. The catalyst class is: 96. (2) Reactant: [NH2:1][C:2]1[CH:3]=[C:4]([C:8]2[O:9][C:10]3[C:11](=[C:13]([C:17]([NH2:19])=[O:18])[CH:14]=[CH:15][CH:16]=3)[N:12]=2)[CH:5]=[CH:6][CH:7]=1.N1C=CC=CC=1.[C:26](Cl)(=[O:28])[CH3:27]. Product: [C:26]([NH:1][C:2]1[CH:3]=[C:4]([C:8]2[O:9][C:10]3[C:11](=[C:13]([C:17]([NH2:19])=[O:18])[CH:14]=[CH:15][CH:16]=3)[N:12]=2)[CH:5]=[CH:6][CH:7]=1)(=[O:28])[CH3:27]. The catalyst class is: 4. (3) Reactant: Br[CH2:2][C:3]1[CH:10]=[CH:9][C:6]([C:7]#[N:8])=[C:5]([O:11][CH3:12])[CH:4]=1.CO.[NH3:15].N.CO. Product: [NH2:15][CH2:2][C:3]1[CH:10]=[CH:9][C:6]([C:7]#[N:8])=[C:5]([O:11][CH3:12])[CH:4]=1. The catalyst class is: 2. (4) Product: [CH3:3][CH:4]1[CH2:8][CH2:7][CH2:6][N:5]1[CH2:9][CH2:10][CH2:11][O:12][C:13]1[CH:14]=[CH:15][C:16]([C:19]2[S:20][C:21]3[CH2:22][N:23]([CH2:29][CH2:30][OH:31])[CH2:24][CH2:25][C:26]=3[N:27]=2)=[CH:17][CH:18]=1. Reactant: [H-].[Na+].[CH3:3][CH:4]1[CH2:8][CH2:7][CH2:6][N:5]1[CH2:9][CH2:10][CH2:11][O:12][C:13]1[CH:18]=[CH:17][C:16]([C:19]2[S:20][C:21]3[CH2:22][NH:23][CH2:24][CH2:25][C:26]=3[N:27]=2)=[CH:15][CH:14]=1.Br[CH2:29][CH2:30][OH:31].ClCCl. The catalyst class is: 30. (5) Reactant: [OH:1][CH:2]1[CH:6]([O:7][CH2:8][C:9]2[CH:14]=[CH:13][C:12]([N+:15]([O-:17])=[O:16])=[CH:11][CH:10]=2)[CH2:5][N:4]([C:18](=[O:37])[C@H:19]([CH2:33][CH:34]([CH3:36])[CH3:35])[NH:20][C:21]([C:23]2[CH:32]=[CH:31][C:30]3[C:25](=[CH:26][CH:27]=[CH:28][CH:29]=3)[N:24]=2)=[O:22])[CH2:3]1.CC(OI1(OC(C)=O)(OC(C)=O)OC(=O)C2C=CC=CC1=2)=O.CCCCCC.C(OCC)(=O)C. Product: [N+:15]([C:12]1[CH:11]=[CH:10][C:9]([CH2:8][O:7][CH:6]2[C:2](=[O:1])[CH2:3][N:4]([C:18](=[O:37])[C@H:19]([CH2:33][CH:34]([CH3:36])[CH3:35])[NH:20][C:21]([C:23]3[CH:32]=[CH:31][C:30]4[C:25](=[CH:26][CH:27]=[CH:28][CH:29]=4)[N:24]=3)=[O:22])[CH2:5]2)=[CH:14][CH:13]=1)([O-:17])=[O:16]. The catalyst class is: 4. (6) Reactant: C([O-])(O)=O.[Na+:5].[O-]S([O-])=O.[Na+].[Na+].[N:12]1[CH:17]=[CH:16][CH:15]=[C:14]([S:18](Cl)(=[O:20])=[O:19])[CH:13]=1. Product: [Na+:5].[N:12]1[CH:17]=[CH:16][CH:15]=[C:14]([S:18]([O-:20])=[O:19])[CH:13]=1. The catalyst class is: 6. (7) Reactant: [F:1][C:2]([F:40])([F:39])[C@H:3]([N:26]1[CH2:30][CH2:29][C@H:28]([NH:31][C:32](=[O:38])[O:33][C:34]([CH3:37])([CH3:36])[CH3:35])[CH2:27]1)[C:4]1[CH:5]=[N:6][C:7]([NH:10]/[N:11]=[CH:12]/[C:13]2[CH:22]=[CH:21][C:20]3[C:15](=[C:16]([O:24][CH3:25])[CH:17]=[C:18]([F:23])[CH:19]=3)[N:14]=2)=[CH:8][CH:9]=1.C(O)(=O)C.C(O)(=O)C.I(C1C=CC=CC=1)=O. Product: [F:40][C:2]([F:1])([F:39])[C@H:3]([N:26]1[CH2:30][CH2:29][C@H:28]([NH:31][C:32](=[O:38])[O:33][C:34]([CH3:35])([CH3:36])[CH3:37])[CH2:27]1)[C:4]1[CH:9]=[CH:8][C:7]2[N:6]([C:12]([C:13]3[CH:22]=[CH:21][C:20]4[C:15](=[C:16]([O:24][CH3:25])[CH:17]=[C:18]([F:23])[CH:19]=4)[N:14]=3)=[N:11][N:10]=2)[CH:5]=1. The catalyst class is: 2.